The task is: Predict the product of the given reaction.. This data is from Forward reaction prediction with 1.9M reactions from USPTO patents (1976-2016). (1) Given the reactants [F:1][C:2]1[CH:7]=[CH:6][C:5]([CH3:8])=[CH:4][C:3]=1[CH2:9][CH2:10][OH:11].C1(P(C2C=CC=CC=2)C2C=CC=CC=2)C=CC=CC=1.[CH3:31][O:32][C:33](=[O:43])[C:34]1[CH:39]=[CH:38][C:37]([O:40][CH3:41])=[C:36](O)[CH:35]=1.CC(OC(/N=N/C(OC(C)C)=O)=O)C, predict the reaction product. The product is: [CH3:31][O:32][C:33](=[O:43])[C:34]1[CH:39]=[CH:38][C:37]([O:40][CH3:41])=[C:36]([O:11][CH2:10][CH2:9][C:3]2[CH:4]=[C:5]([CH3:8])[CH:6]=[CH:7][C:2]=2[F:1])[CH:35]=1. (2) Given the reactants [Br:1][C:2]1[CH:3]=[C:4]([CH:8]=[CH:9][C:10]=1[CH3:11])[C:5]([OH:7])=O.C(Cl)(=O)C(Cl)=O.[CH3:18][C@@H:19]([NH2:26])[C:20]1[CH:25]=[CH:24][CH:23]=[CH:22][CH:21]=1.BrC1C=C(C=CC=1C)C(Cl)=O, predict the reaction product. The product is: [C:20]1([C@H:19]([NH:26][C:5]([C:4]2[CH:8]=[CH:9][C:10]([CH3:11])=[C:2]([Br:1])[CH:3]=2)=[O:7])[CH3:18])[CH:25]=[CH:24][CH:23]=[CH:22][CH:21]=1. (3) Given the reactants [OH:1][CH:2]1[CH2:7][CH2:6][N:5]([C:8]([O:10][CH:11]([CH3:13])[CH3:12])=[O:9])[CH2:4][CH2:3]1.Cl[C:15]1[C:20]([C:21]#[N:22])=[C:19]([N:23]2[C:31]3[C:26](=[CH:27][C:28]([S:32][CH3:33])=[CH:29][CH:30]=3)[CH2:25][CH2:24]2)[N:18]=[CH:17][N:16]=1, predict the reaction product. The product is: [C:21]([C:20]1[C:15]([O:1][CH:2]2[CH2:3][CH2:4][N:5]([C:8]([O:10][CH:11]([CH3:13])[CH3:12])=[O:9])[CH2:6][CH2:7]2)=[N:16][CH:17]=[N:18][C:19]=1[N:23]1[C:31]2[C:26](=[CH:27][C:28]([S:32][CH3:33])=[CH:29][CH:30]=2)[CH2:25][CH2:24]1)#[N:22]. (4) Given the reactants [C:1](OC(=O)C)(=[O:3])[CH3:2].[NH2:8][C:9]1[CH:10]=[C:11]([C:15]2[N:16]=[C:17]([C:20]3[S:24][C:23]([NH:25][C:26]4[CH:31]=[C:30]([O:32][CH3:33])[C:29]([O:34][CH3:35])=[C:28]([O:36][CH3:37])[CH:27]=4)=[N:22][C:21]=3[NH2:38])[S:18][CH:19]=2)[CH:12]=[CH:13][CH:14]=1.N1C=CC=CC=1.CN(C=O)C, predict the reaction product. The product is: [NH2:38][C:21]1[N:22]=[C:23]([NH:25][C:26]2[CH:31]=[C:30]([O:32][CH3:33])[C:29]([O:34][CH3:35])=[C:28]([O:36][CH3:37])[CH:27]=2)[S:24][C:20]=1[C:17]1[S:18][CH:19]=[C:15]([C:11]2[CH:10]=[C:9]([NH:8][C:1](=[O:3])[CH3:2])[CH:14]=[CH:13][CH:12]=2)[N:16]=1.